Predict the reaction yield, written as a fraction of the theoretical maximum amount of product (1.0 means a 100% yield; for example, 0.34 means a 34% yield). From a dataset of Reaction yield outcomes from USPTO patents with 853,638 reactions. (1) The reactants are C([O:3][C:4](=[O:34])[CH2:5][N:6]([CH2:9][C:10]1[CH:15]=[CH:14][CH:13]=[C:12]([CH2:16][O:17][C:18]2[CH:23]=[CH:22][C:21]([C:24]3[CH:29]=[C:28]([F:30])[C:27]([F:31])=[CH:26][C:25]=3[O:32][CH3:33])=[CH:20][CH:19]=2)[CH:11]=1)[CH2:7][CH3:8])C.[OH-].[Li+].C1COCC1.Cl. The catalyst is C(OCC)(=O)C. The product is [F:31][C:27]1[C:28]([F:30])=[CH:29][C:24]([C:21]2[CH:20]=[CH:19][C:18]([O:17][CH2:16][C:12]3[CH:11]=[C:10]([CH:15]=[CH:14][CH:13]=3)[CH2:9][N:6]([CH2:5][C:4]([OH:34])=[O:3])[CH2:7][CH3:8])=[CH:23][CH:22]=2)=[C:25]([O:32][CH3:33])[CH:26]=1. The yield is 1.00. (2) The reactants are [CH:1]1([C:7]2[C:15]3[C:10](=[CH:11][C:12]([C:16]([OH:18])=[O:17])=[CH:13][CH:14]=3)[N:9]([CH2:19][C:20]([N:22]3[CH2:27][CH2:26][O:25][CH2:24][CH2:23]3)=[O:21])[C:8]=2[C:28]2[CH:33]=[CH:32][C:31]([C:34]3C=[CH:38][C:37](N(C)C)=[CH:36][CH:35]=3)=[CH:30][CH:29]=2)[CH2:6][CH2:5][CH2:4][CH2:3][CH2:2]1.COC(C1C=C2C(C(C3CCCCC3)=C(C3C=CC(O[S:72](C(F)(F)F)(=O)=O)=CC=3)N2CC(N2CCOCC2)=O)=CC=1)=O.CC1SC(B(O)O)=CC=1. No catalyst specified. The product is [CH:1]1([C:7]2[C:15]3[C:10](=[CH:11][C:12]([C:16]([OH:18])=[O:17])=[CH:13][CH:14]=3)[N:9]([CH2:19][C:20]([N:22]3[CH2:27][CH2:26][O:25][CH2:24][CH2:23]3)=[O:21])[C:8]=2[C:28]2[CH:33]=[CH:32][C:31]([C:34]3[S:72][C:37]([CH3:38])=[CH:36][CH:35]=3)=[CH:30][CH:29]=2)[CH2:6][CH2:5][CH2:4][CH2:3][CH2:2]1. The yield is 0.340. (3) The yield is 0.850. The product is [F:24][CH:25]([F:40])[C:26]1[N:31]2[CH:32]=[C:33]([N+:37]([O-:39])=[O:38])[CH:34]=[C:35]([CH3:36])[C:30]2=[N:29][N:28]=1. The reactants are N(C1C(C)=CC([N+]([O-])=O)=CN=1)N.FC(F)C(OC(=O)C(F)F)=O.[F:24][CH:25]([F:40])[C:26]([NH:28][NH:29][C:30]1[C:35]([CH3:36])=[CH:34][C:33]([N+:37]([O-:39])=[O:38])=[CH:32][N:31]=1)=O. The catalyst is C1COCC1.